This data is from Drug-target binding data from BindingDB using IC50 measurements. The task is: Regression. Given a target protein amino acid sequence and a drug SMILES string, predict the binding affinity score between them. We predict pIC50 (pIC50 = -log10(IC50 in M); higher means more potent). Dataset: bindingdb_ic50. The compound is CC[C@H](C)[C@H](NC(=O)[C@H](Cc1ccccc1)NC(=O)[C@H](Cc1ccc(O)cc1)NC(=O)[C@H](CS)NC(=O)[C@@H](NC(=O)[C@H](CO)NC(=O)[C@@H](N)Cc1ccc(O)cc1)[C@@H](C)O)C(=O)N[C@@H](CCSC)C(=O)O. The target protein sequence is MELLNSYNFVLFVLTQMILMFTIPAIISGIKYSKLDYFFIIVISTLSLFLFKMFDSASLIILTSFIIIMYFVKIKWYSILLIMTSQIILYCANYMYIVIYAYITKISDSIFVIFPSFFVVYVTISILFSYIINRVLKKISTPYLILNKGFLIVISTILLLTFSLFFFYSQINSDEAKVIRQYSFIFIGITIFLSILTFVISQFLLKEMKYKRNQEEIETYYEYTLKIEAINNEMRKFRHDYVNILTTLSEYIREDDMPGLRDYFNKNIVPMKDNLQMNAIKLNGIENLKVREIKGLITAKILRAQEMNIPISIEIPDEVSSINLNMIDLSRSIGIILDNAIEASTEIDDPIIRVAFIESENSVTFIVMNKCADDIPRIHELFQESFSTKGEGRGLGLSTLKEIADNADNVLLDTIIENGFFIQKVEIINN. The pIC50 is 8.4.